Predict the reactants needed to synthesize the given product. From a dataset of Full USPTO retrosynthesis dataset with 1.9M reactions from patents (1976-2016). (1) Given the product [CH3:1][N:2]([C:7]1[N:12]=[C:11]([NH:13][CH2:14][C:15]2[CH:20]=[CH:19][C:18]([O:21][CH3:22])=[C:17]([Cl:23])[CH:16]=2)[C:10]([C:24]([C:26]2[CH:31]=[C:30]([O:32][CH3:33])[C:29]([O:34][CH3:35])=[C:28]([O:36][CH3:37])[CH:27]=2)=[O:25])=[CH:9][N:8]=1)[CH2:3][CH2:4][OH:5], predict the reactants needed to synthesize it. The reactants are: [CH3:1][NH:2][CH2:3][CH2:4][OH:5].Cl[C:7]1[N:12]=[C:11]([NH:13][CH2:14][C:15]2[CH:20]=[CH:19][C:18]([O:21][CH3:22])=[C:17]([Cl:23])[CH:16]=2)[C:10]([C:24]([C:26]2[CH:31]=[C:30]([O:32][CH3:33])[C:29]([O:34][CH3:35])=[C:28]([O:36][CH3:37])[CH:27]=2)=[O:25])=[CH:9][N:8]=1.O. (2) Given the product [C:25]([NH3+:29])([CH3:28])([CH3:27])[CH3:26].[CH3:23][O:22][C:18]1[CH:17]=[CH:16][C:15]2[NH:14][C:13]([S:12]([CH2:11][C:5]3[C:6]([CH3:10])=[C:7]([O:8][CH3:9])[C:2]([CH3:1])=[CH:3][N:4]=3)=[O:24])=[N:21][C:20]=2[CH:19]=1, predict the reactants needed to synthesize it. The reactants are: [CH3:1][C:2]1[CH:3]=[N:4][C:5]([CH2:11][S+:12]([O-:24])[C:13]2[NH:14][C:15]3[CH:16]=[CH:17][C:18]([O:22][CH3:23])=[CH:19][C:20]=3[N:21]=2)=[C:6]([CH3:10])[C:7]=1[O:8][CH3:9].[C:25]([NH2:29])([CH3:28])([CH3:27])[CH3:26]. (3) Given the product [C:15]([O:14][C:12](=[O:13])[NH:11][C:8]1[S:9][CH:10]=[C:6]([CH2:5][CH2:4][OH:3])[N:7]=1)([CH3:18])([CH3:16])[CH3:17], predict the reactants needed to synthesize it. The reactants are: C([O:3][C:4](=O)[CH2:5][C:6]1[N:7]=[C:8]([NH:11][C:12]([O:14][C:15]([CH3:18])([CH3:17])[CH3:16])=[O:13])[S:9][CH:10]=1)C.[BH4-].[Na+]. (4) Given the product [ClH:2].[Cl:2][C:3]1[CH:4]=[C:5]([CH2:9][CH2:10][NH:11][C:12]([C:14]2[N:15]=[C:16]([CH2:19][NH:20][CH2:28][C:27]3[CH:30]=[CH:31][C:24]([O:23][C:22]([F:21])([F:32])[F:33])=[CH:25][CH:26]=3)[S:17][CH:18]=2)=[O:13])[CH:6]=[CH:7][CH:8]=1, predict the reactants needed to synthesize it. The reactants are: Cl.[Cl:2][C:3]1[CH:4]=[C:5]([CH2:9][CH2:10][NH:11][C:12]([C:14]2[N:15]=[C:16]([CH2:19][NH2:20])[S:17][CH:18]=2)=[O:13])[CH:6]=[CH:7][CH:8]=1.[F:21][C:22]([F:33])([F:32])[O:23][C:24]1[CH:31]=[CH:30][C:27]([CH2:28]N)=[CH:26][CH:25]=1.C([BH3-])#N.[Na+]. (5) Given the product [CH3:1][CH:2]([CH2:5][O:6][CH:8]1[CH2:9][CH2:10][CH2:11][CH2:12][O:7]1)[CH2:3][OH:4], predict the reactants needed to synthesize it. The reactants are: [CH3:1][CH:2]([CH2:5][OH:6])[CH2:3][OH:4].[O:7]1[CH:12]=[CH:11][CH2:10][CH2:9][CH2:8]1. (6) Given the product [OH:2][C:3]1[CH:4]=[CH:5][C:6]([N:9]2[C:18]3[C:13](=[CH:14][C:15]([OH:21])=[C:16]([CH3:20])[C:17]=3[CH3:19])[CH2:12][CH2:11][CH:10]2[CH3:22])=[CH:7][CH:8]=1, predict the reactants needed to synthesize it. The reactants are: C[O:2][C:3]1[CH:8]=[CH:7][C:6]([N:9]2[C:18]3[C:13](=[CH:14][C:15]([OH:21])=[C:16]([CH3:20])[C:17]=3[CH3:19])[CH2:12][CH2:11][CH:10]2[CH3:22])=[CH:5][CH:4]=1.B(Br)(Br)Br. (7) The reactants are: [N+:1]([C:4]1[CH:5]=[C:6]2[N:12]=[CH:11][NH:10][C:7]2=[N:8][CH:9]=1)([O-])=O. Given the product [N:12]1[C:6]2[C:7](=[N:8][CH:9]=[C:4]([NH2:1])[CH:5]=2)[NH:10][CH:11]=1, predict the reactants needed to synthesize it. (8) Given the product [C:30]([O:29][C:27]([C:22]1[CH:23]=[CH:24][CH:25]=[CH:26][C:21]=1[C:18]1[CH:19]=[CH:20][C:15]([CH2:14][N:1]2[C:9]3[C:4](=[CH:5][C:6]([C:10]([OH:12])=[O:11])=[CH:7][CH:8]=3)[CH:3]=[CH:2]2)=[CH:16][CH:17]=1)=[O:28])([CH3:33])([CH3:32])[CH3:31], predict the reactants needed to synthesize it. The reactants are: [NH:1]1[C:9]2[C:4](=[CH:5][C:6]([C:10]([OH:12])=[O:11])=[CH:7][CH:8]=2)[CH:3]=[CH:2]1.Br[CH2:14][C:15]1[CH:20]=[CH:19][C:18]([C:21]2[C:22]([C:27]([O:29][C:30]([CH3:33])([CH3:32])[CH3:31])=[O:28])=[CH:23][CH:24]=[CH:25][CH:26]=2)=[CH:17][CH:16]=1. (9) Given the product [CH3:16][C:15]1[C:11]([C:9]([NH:8][N:2]2[CH2:3][CH2:4][CH2:5][CH2:6][CH2:7]2)=[O:10])=[N:12][N:13]([C:24]2[CH:29]=[CH:28][C:27]([Cl:30])=[CH:26][C:25]=2[Cl:31])[C:14]=1[C:17]1[CH:22]=[CH:21][C:20]([Cl:23])=[CH:19][CH:18]=1.[ClH:1], predict the reactants needed to synthesize it. The reactants are: [ClH:1].[N:2]1([NH:8][C:9]([C:11]2[C:15]([CH3:16])=[C:14]([C:17]3[CH:22]=[CH:21][C:20]([Cl:23])=[CH:19][CH:18]=3)[N:13]([C:24]3[CH:29]=[CH:28][C:27]([Cl:30])=[CH:26][C:25]=3[Cl:31])[N:12]=2)=[O:10])[CH2:7][CH2:6][CH2:5][CH2:4][CH2:3]1.C(OC)(C)(C)C. (10) Given the product [F:15][C:16]1[C:42]([F:43])=[CH:41][CH:40]=[CH:39][C:17]=1[CH2:18][S:19][C:20]1[N:25]=[C:24]([NH:26][S:27]([N:30]2[CH2:31][CH2:32][CH:33]([N:44]3[CH2:49][CH2:48][O:47][CH2:46][CH2:45]3)[CH2:34][CH2:35]2)(=[O:29])=[O:28])[CH:23]=[C:22]([O:37][CH3:38])[N:21]=1, predict the reactants needed to synthesize it. The reactants are: C(O[BH-](OC(=O)C)OC(=O)C)(=O)C.[Na+].[F:15][C:16]1[C:42]([F:43])=[CH:41][CH:40]=[CH:39][C:17]=1[CH2:18][S:19][C:20]1[N:25]=[C:24]([NH:26][S:27]([N:30]2[CH2:35][CH2:34][C:33](=O)[CH2:32][CH2:31]2)(=[O:29])=[O:28])[CH:23]=[C:22]([O:37][CH3:38])[N:21]=1.[NH:44]1[CH2:49][CH2:48][O:47][CH2:46][CH2:45]1.[OH-].[Na+].Cl.